From a dataset of Forward reaction prediction with 1.9M reactions from USPTO patents (1976-2016). Predict the product of the given reaction. Given the reactants C[O:2][C:3]1[C:10]([O:11][CH3:12])=[C:9]([O:13][CH3:14])[C:8]([O:15]C)=[C:7]([CH3:17])[C:4]=1[CH:5]=O.Br[C:19]1[CH:24]=[CH:23][C:22]([CH:25]2OCCO2)=[CH:21][CH:20]=1.[Mg].[OH2:31].[CH2:32]1[CH2:36][O:35]CC1, predict the reaction product. The product is: [CH3:14][O:13][C:9]1[C:8](=[O:15])[C:7]([CH3:17])=[C:4]([CH2:5][C:19]2[CH:20]=[CH:21][C:22]([CH2:25][CH2:32][C:36]([OH:31])=[O:35])=[CH:23][CH:24]=2)[C:3](=[O:2])[C:10]=1[O:11][CH3:12].